Predict the reactants needed to synthesize the given product. From a dataset of Full USPTO retrosynthesis dataset with 1.9M reactions from patents (1976-2016). (1) Given the product [CH:18]1([CH2:17][C@@H:13]([C:14]([N:23]2[CH2:27][CH2:26][CH2:25][C@H:24]2[C:28]2[O:29][C:30]3[CH:40]=[C:39]4[C:34]([CH:35]=[CH:36][CH:37]=[CH:38]4)=[CH:33][C:31]=3[N:32]=2)=[O:16])[CH2:12][N:9]([OH:8])[CH:10]=[O:11])[CH2:19][CH2:20][CH2:21][CH2:22]1, predict the reactants needed to synthesize it. The reactants are: C([O:8][N:9]([CH2:12][C@@H:13]([CH2:17][CH:18]1[CH2:22][CH2:21][CH2:20][CH2:19]1)[C:14]([OH:16])=O)[CH:10]=[O:11])C1C=CC=CC=1.[NH:23]1[CH2:27][CH2:26][CH2:25][C@H:24]1[C:28]1[O:29][C:30]2[CH:40]=[C:39]3[C:34]([CH:35]=[CH:36][CH:37]=[CH:38]3)=[CH:33][C:31]=2[N:32]=1. (2) Given the product [CH2:1]([NH:3][C:4]1[CH:15]=[C:14]([C:16]([F:17])([F:18])[F:19])[CH:13]=[CH:12][C:5]=1[CH:6]=[O:7])[CH3:2], predict the reactants needed to synthesize it. The reactants are: [CH2:1]([NH:3][C:4]1[CH:15]=[C:14]([C:16]([F:19])([F:18])[F:17])[CH:13]=[CH:12][C:5]=1[C:6](N(OC)C)=[O:7])[CH3:2].[H-].[H-].[H-].[H-].[Li+].[Al+3].CCCCCC.C(OC(=O)C)C. (3) Given the product [Cl:1][C:2]1[C:9]([N:10]2[CH2:11][CH2:12][N:13]([CH3:16])[CH2:14][CH2:15]2)=[CH:8][C:5]([NH:6][CH3:7])=[C:4]([CH:3]=1)[NH2:17], predict the reactants needed to synthesize it. The reactants are: [Cl:1][C:2]1[C:9]([N:10]2[CH2:15][CH2:14][N:13]([CH3:16])[CH2:12][CH2:11]2)=[CH:8][C:5]([NH:6][CH3:7])=[C:4]([N+:17]([O-])=O)[CH:3]=1.C1COCC1. (4) Given the product [C:50]1([N:29]([C:23]2[CH:24]=[CH:25][CH:26]=[CH:27][CH:28]=2)[C:30]2[CH:49]=[CH:48][C:33]([CH:34]=[CH:17][C:14]3[CH:13]=[CH:12][C:11]([CH:10]=[O:19])=[CH:16][CH:15]=3)=[CH:32][CH:31]=2)[CH:51]=[CH:52][CH:53]=[CH:54][CH:55]=1, predict the reactants needed to synthesize it. The reactants are: CC(C)([O-])C.[K+].CCO[CH:10]([O:19]CC)[C:11]1[CH:16]=[CH:15][C:14]([CH:17]=O)=[CH:13][CH:12]=1.[Br-].[C:23]1([N:29]([C:50]2[CH:55]=[CH:54][CH:53]=[CH:52][CH:51]=2)[C:30]2[CH:49]=[CH:48][C:33]([CH2:34][P+](CCCC)(CCCC)CCCC)=[CH:32][CH:31]=2)[CH:28]=[CH:27][CH:26]=[CH:25][CH:24]=1.Cl. (5) Given the product [CH3:12][N:13]([CH2:17][C:4]1([N+:1]([O-:3])=[O:2])[CH:5]=[CH:6][CH:7]=[CH:10][CH2:11]1)[CH3:14], predict the reactants needed to synthesize it. The reactants are: [N+:1]([C:4]1[CH:11]=[CH:10][C:7](CBr)=[CH:6][CH:5]=1)([O-:3])=[O:2].[CH3:12][NH:13][CH3:14].CO.[C:17](=O)([O-])[O-].[K+].[K+]. (6) Given the product [CH3:1][O:2][C:3]([C:5]1[C:9]([CH:10]([CH3:12])[CH3:11])=[C:8]([C:13]([OH:15])=[O:14])[N:7]([C:23]2[CH:28]=[CH:27][C:26]([F:29])=[CH:25][CH:24]=2)[N:6]=1)=[O:4], predict the reactants needed to synthesize it. The reactants are: [CH3:1][O:2][C:3]([C:5]1[C:9]([CH:10]([CH3:12])[CH3:11])=[C:8]([C:13]([O:15]CC2C=CC=CC=2)=[O:14])[N:7]([C:23]2[CH:28]=[CH:27][C:26]([F:29])=[CH:25][CH:24]=2)[N:6]=1)=[O:4]. (7) Given the product [OH:10][CH2:9][C@@H:8]([N:11]([C:23]([O:25][CH2:26][C:27]1[CH:32]=[CH:31][CH:30]=[CH:29][CH:28]=1)=[O:24])[NH:12][C:13]([O:15][CH2:16][C:17]1[CH:22]=[CH:21][CH:20]=[CH:19][CH:18]=1)=[O:14])[CH2:7][CH:3]1[CH2:4][CH2:5][CH2:6][O:1][CH2:2]1, predict the reactants needed to synthesize it. The reactants are: [O:1]1[CH2:6][CH2:5][CH2:4][CH:3]([CH2:7][CH2:8][CH:9]=[O:10])[CH2:2]1.[N:11]([C:23]([O:25][CH2:26][C:27]1[CH:32]=[CH:31][CH:30]=[CH:29][CH:28]=1)=[O:24])=[N:12][C:13]([O:15][CH2:16][C:17]1[CH:22]=[CH:21][CH:20]=[CH:19][CH:18]=1)=[O:14].C1CN[C@@H](C(O)=O)C1.[BH4-].[Na+]. (8) Given the product [C:9]([O:13][C:14]([NH:16][CH2:17][C:18]1[CH:19]=[CH:20][C:21]([Cl:27])=[C:22]([CH:26]=1)[C:23]([NH:44][C:42]1[CH:41]=[CH:40][C:39]([O:45][CH2:46][CH2:47][O:48][CH3:49])=[C:38]([CH:43]=1)[C:37]([OH:50])=[O:36])=[O:25])=[O:15])([CH3:10])([CH3:11])[CH3:12], predict the reactants needed to synthesize it. The reactants are: ClC(N(C)C)=C(C)C.[C:9]([O:13][C:14]([NH:16][CH2:17][C:18]1[CH:19]=[CH:20][C:21]([Cl:27])=[C:22]([CH:26]=1)[C:23]([OH:25])=O)=[O:15])([CH3:12])([CH3:11])[CH3:10].N1C=CC=CC=1.C([O:36][C:37](=[O:50])[C:38]1[CH:43]=[C:42]([NH2:44])[CH:41]=[CH:40][C:39]=1[O:45][CH2:46][CH2:47][O:48][CH3:49])C.